This data is from Reaction yield outcomes from USPTO patents with 853,638 reactions. The task is: Predict the reaction yield, written as a fraction of the theoretical maximum amount of product (1.0 means a 100% yield; for example, 0.34 means a 34% yield). (1) The reactants are [C:1]1([CH2:7][CH2:8][CH2:9][N:10]=[C:11]=[O:12])[CH:6]=[CH:5][CH:4]=[CH:3][CH:2]=1.[CH3:13][NH:14][C:15]1[CH:16]=[C:17]([C:21]2[CH:26]=[CH:25][C:24]([CH2:27][CH2:28][C:29]([O:31][CH2:32][CH3:33])=[O:30])=[CH:23][CH:22]=2)[CH:18]=[CH:19][CH:20]=1. The catalyst is ClCCl.C(N(CC)CC)C. The product is [CH3:13][N:14]([C:15]1[CH:16]=[C:17]([C:21]2[CH:26]=[CH:25][C:24]([CH2:27][CH2:28][C:29]([O:31][CH2:32][CH3:33])=[O:30])=[CH:23][CH:22]=2)[CH:18]=[CH:19][CH:20]=1)[C:11]([NH:10][CH2:9][CH2:8][CH2:7][C:1]1[CH:6]=[CH:5][CH:4]=[CH:3][CH:2]=1)=[O:12]. The yield is 0.960. (2) The reactants are [CH3:1][C:2]1[N:7]=[C:6]([C:8]2[CH:13]=[CH:12][CH:11]=[C:10]([C:14]3[CH:15]=[C:16]([S:20](Cl)(=[O:22])=[O:21])[CH:17]=[CH:18][CH:19]=3)[N:9]=2)[CH:5]=[C:4]([C:24]2[CH:29]=[CH:28][C:27]([C:30]([F:33])([F:32])[F:31])=[CH:26][CH:25]=2)[CH:3]=1.[CH3:34][O:35][CH2:36][CH2:37][O:38][CH2:39][CH2:40][O:41][CH2:42][CH2:43][O:44][CH2:45][CH2:46][NH:47][CH2:48][CH2:49][O:50][CH2:51][CH2:52][O:53][CH2:54][CH2:55][O:56][CH2:57][CH2:58][O:59][CH3:60].CCN(CC)CC. The catalyst is C1COCC1.CCOC(C)=O. The product is [CH3:60][O:59][CH2:58][CH2:57][O:56][CH2:55][CH2:54][O:53][CH2:52][CH2:51][O:50][CH2:49][CH2:48][N:47]([CH2:46][CH2:45][O:44][CH2:43][CH2:42][O:41][CH2:40][CH2:39][O:38][CH2:37][CH2:36][O:35][CH3:34])[S:20]([C:16]1[CH:17]=[CH:18][CH:19]=[C:14]([C:10]2[N:9]=[C:8]([C:6]3[CH:5]=[C:4]([C:24]4[CH:29]=[CH:28][C:27]([C:30]([F:33])([F:32])[F:31])=[CH:26][CH:25]=4)[CH:3]=[C:2]([CH3:1])[N:7]=3)[CH:13]=[CH:12][CH:11]=2)[CH:15]=1)(=[O:22])=[O:21]. The yield is 0.630.